Dataset: Full USPTO retrosynthesis dataset with 1.9M reactions from patents (1976-2016). Task: Predict the reactants needed to synthesize the given product. (1) Given the product [ClH:27].[ClH:27].[C:21]1([C:18]2[CH:19]=[N:20][C:15]([NH:14][CH:11]3[CH2:12][CH2:13][NH:8][CH2:9][CH2:10]3)=[N:16][CH:17]=2)[CH:22]=[CH:23][CH:24]=[CH:25][CH:26]=1, predict the reactants needed to synthesize it. The reactants are: C(OC([N:8]1[CH2:13][CH2:12][CH:11]([NH:14][C:15]2[N:20]=[CH:19][C:18]([C:21]3[CH:26]=[CH:25][CH:24]=[CH:23][CH:22]=3)=[CH:17][N:16]=2)[CH2:10][CH2:9]1)=O)(C)(C)C.[ClH:27]. (2) Given the product [OH:1][C:2]1[CH:9]=[CH:8][C:5](/[CH:6]=[CH:9]/[C:2](=[O:1])/[CH:3]=[CH:4]/[C:5]2[CH:8]=[CH:18][C:16]([OH:17])=[C:15]([O:19][C:11]([F:12])([F:13])[F:14])[CH:6]=2)=[CH:4][C:3]=1[O:10][C:11]([F:14])([F:13])[F:12], predict the reactants needed to synthesize it. The reactants are: [OH:1][C:2]1[CH:9]=[CH:8][C:5]([CH:6]=O)=[CH:4][C:3]=1[O:10][C:11]([F:14])([F:13])[F:12].[CH3:15][C:16]([CH3:18])=[O:17].[OH2:19]. (3) Given the product [Cl:17][CH2:13][C:3]1[N:2]([CH3:1])[CH:6]=[C:5]([C:7]2[CH:12]=[CH:11][CH:10]=[CH:9][CH:8]=2)[N:4]=1, predict the reactants needed to synthesize it. The reactants are: [CH3:1][N:2]1[CH:6]=[C:5]([C:7]2[CH:12]=[CH:11][CH:10]=[CH:9][CH:8]=2)[N:4]=[C:3]1[CH2:13]O.O=S(Cl)[Cl:17]. (4) Given the product [C:16]([C:14]1[CH:13]=[C:12]([NH:20][S:21]([CH3:24])(=[O:22])=[O:23])[C:11]([O:25][CH3:26])=[C:10]([NH:9][C:8](=[O:27])[NH:28][C:29]2[C:38]3[C:33](=[CH:34][CH:35]=[CH:36][CH:37]=3)[C:32]([O:39][C:40]3[CH:45]=[CH:44][N:43]=[C:42]([NH:46][C:47]4[CH:48]=[C:49]([CH:62]=[C:63]([C:65]#[CH:66])[CH:64]=4)[C:50]([NH:52][C@@H:53]([CH3:61])[CH2:54][N:55]4[CH2:56][CH2:57][O:58][CH2:59][CH2:60]4)=[O:51])[N:41]=3)=[CH:31][CH:30]=2)[CH:15]=1)([CH3:17])([CH3:18])[CH3:19], predict the reactants needed to synthesize it. The reactants are: C1(O[C:8](=[O:27])[NH:9][C:10]2[CH:15]=[C:14]([C:16]([CH3:19])([CH3:18])[CH3:17])[CH:13]=[C:12]([NH:20][S:21]([CH3:24])(=[O:23])=[O:22])[C:11]=2[O:25][CH3:26])C=CC=CC=1.[NH2:28][C:29]1[C:38]2[C:33](=[CH:34][CH:35]=[CH:36][CH:37]=2)[C:32]([O:39][C:40]2[CH:45]=[CH:44][N:43]=[C:42]([NH:46][C:47]3[CH:48]=[C:49]([CH:62]=[C:63]([C:65]#[CH:66])[CH:64]=3)[C:50]([NH:52][C@@H:53]([CH3:61])[CH2:54][N:55]3[CH2:60][CH2:59][O:58][CH2:57][CH2:56]3)=[O:51])[N:41]=2)=[CH:31][CH:30]=1.C(N(CC)CC)C. (5) Given the product [Cl:1][C:2]1[CH:3]=[C:4]([CH2:35][C:36]([OH:38])=[O:37])[CH:5]=[CH:6][C:7]=1[N:8]1[CH:16]([OH:17])[C:15]2[C:14]([O:18][CH2:19][C:20]([F:23])([F:22])[F:21])=[C:13]3[CH:24]=[CH:25][CH:26]=[CH:27][C:12]3=[C:11]([O:28][CH2:29][C:30]([F:32])([F:33])[F:31])[C:10]=2[C:9]1=[O:34], predict the reactants needed to synthesize it. The reactants are: [Cl:1][C:2]1[CH:3]=[C:4]([CH2:35][C:36]([OH:38])=[O:37])[CH:5]=[CH:6][C:7]=1[N:8]1[C:16](=[O:17])[C:15]2[C:14]([O:18][CH2:19][C:20]([F:23])([F:22])[F:21])=[C:13]3[CH:24]=[CH:25][CH:26]=[CH:27][C:12]3=[C:11]([O:28][CH2:29][C:30]([F:33])([F:32])[F:31])[C:10]=2[C:9]1=[O:34].[BH4-].[Na+]. (6) Given the product [CH3:14][O:13][C:7]1[CH:8]=[C:9]([O:11][CH3:12])[CH:10]=[C:2]2[C:3]=1[C:4](=[O:5])[NH:6][C:21]([C:18]1[CH:19]=[CH:20][N:15]=[CH:16][CH:17]=1)=[N:1]2, predict the reactants needed to synthesize it. The reactants are: [NH2:1][C:2]1[CH:10]=[C:9]([O:11][CH3:12])[CH:8]=[C:7]([O:13][CH3:14])[C:3]=1[C:4]([NH2:6])=[O:5].[N:15]1[CH:20]=[CH:19][C:18]([CH:21]=O)=[CH:17][CH:16]=1.COC1C=C(OC)C=C2C=1C(=O)NC(C1C=CC=CN=1)=N2. (7) Given the product [N-:12]([S:13]([C:16]([F:19])([F:17])[F:18])(=[O:15])=[O:14])[S:20]([C:23]([F:26])([F:25])[F:24])(=[O:22])=[O:21].[CH2:2]([O:5][CH2:6][CH2:7][N+:8]([CH3:11])([CH3:10])[CH3:9])[CH:3]=[CH2:4], predict the reactants needed to synthesize it. The reactants are: [Cl-].[CH2:2]([O:5][CH2:6][CH2:7][N+:8]([CH3:11])([CH3:10])[CH3:9])[CH:3]=[CH2:4].[N-:12]([S:20]([C:23]([F:26])([F:25])[F:24])(=[O:22])=[O:21])[S:13]([C:16]([F:19])([F:18])[F:17])(=[O:15])=[O:14].[Li+]. (8) The reactants are: [Cl:1][C:2]1[CH:7]=[CH:6][C:5]([N:8]2[C:12]([C:13]3[CH:18]=[CH:17][C:16]([CH3:19])=[CH:15][CH:14]=3)=[CH:11][C:10]([C:20]3([OH:30])[CH2:29][CH2:28][C:23]4(OCC[O:24]4)[CH2:22][CH2:21]3)=[N:9]2)=[CH:4][CH:3]=1.C(=O)([O-])O.[Na+]. Given the product [OH:30][C:20]1([C:10]2[CH:11]=[C:12]([C:13]3[CH:18]=[CH:17][C:16]([CH3:19])=[CH:15][CH:14]=3)[N:8]([C:5]3[CH:4]=[CH:3][C:2]([Cl:1])=[CH:7][CH:6]=3)[N:9]=2)[CH2:21][CH2:22][C:23](=[O:24])[CH2:28][CH2:29]1, predict the reactants needed to synthesize it.